Task: Predict which catalyst facilitates the given reaction.. Dataset: Catalyst prediction with 721,799 reactions and 888 catalyst types from USPTO (1) Reactant: [Cl:1][C:2]1[CH:3]=[C:4](B(O)O)[CH:5]=[N:6][CH:7]=1.FC(F)(F)S(O[C:17]1[C@@:21]2([CH3:39])[CH2:22][CH2:23][C@H:24]3[C@H:33]([C@@H:20]2[CH2:19][CH:18]=1)[CH2:32][CH:31]=[C:30]1[C@:25]3([CH3:38])[CH2:26][CH2:27][C:28](=[O:37])[N:29]1[CH2:34][CH2:35][CH3:36])(=O)=O. Product: [Cl:1][C:2]1[CH:3]=[C:4]([C:17]2[C@@:21]3([CH3:39])[CH2:22][CH2:23][C@H:24]4[C@H:33]([C@@H:20]3[CH2:19][CH:18]=2)[CH2:32][CH:31]=[C:30]2[C@:25]4([CH3:38])[CH2:26][CH2:27][C:28](=[O:37])[N:29]2[CH2:34][CH2:35][CH3:36])[CH:5]=[N:6][CH:7]=1. The catalyst class is: 184. (2) Product: [F:1][C:2]1[CH:3]=[CH:4][C:5]2[O:10][CH2:9][C:8](=[O:11])[N:7]([CH2:12][C@H:13]([CH3:16])[CH2:14][I:42])[C:6]=2[CH:17]=1. The catalyst class is: 243. Reactant: [F:1][C:2]1[CH:3]=[CH:4][C:5]2[O:10][CH2:9][C:8](=[O:11])[N:7]([CH2:12][C@H:13]([CH3:16])[CH2:14]O)[C:6]=2[CH:17]=1.C1(P(C2C=CC=CC=2)C2C=CC=CC=2)C=CC=CC=1.N1C=CN=C1.[I:42]I.